Dataset: Reaction yield outcomes from USPTO patents with 853,638 reactions. Task: Predict the reaction yield, written as a fraction of the theoretical maximum amount of product (1.0 means a 100% yield; for example, 0.34 means a 34% yield). (1) The reactants are [C:1]1(B(O)O)[CH:6]=[CH:5][CH:4]=[CH:3][CH:2]=1.Br[C:11]1[CH:16]=[CH:15][N:14]=[C:13]([OH:17])[CH:12]=1.C(Cl)Cl. The yield is 0.640. The catalyst is COCCOC.C1C=CC([P]([Pd]([P](C2C=CC=CC=2)(C2C=CC=CC=2)C2C=CC=CC=2)([P](C2C=CC=CC=2)(C2C=CC=CC=2)C2C=CC=CC=2)[P](C2C=CC=CC=2)(C2C=CC=CC=2)C2C=CC=CC=2)(C2C=CC=CC=2)C2C=CC=CC=2)=CC=1. The product is [C:1]1([C:11]2[CH:16]=[CH:15][N:14]=[C:13]([OH:17])[CH:12]=2)[CH:6]=[CH:5][CH:4]=[CH:3][CH:2]=1. (2) The reactants are Br[CH2:2][C:3]1[C:4]([C:17]2[CH:22]=[CH:21][CH:20]=[CH:19][CH:18]=2)=[N:5][C:6]2[C:11]([C:12]=1[C:13]([O:15][CH3:16])=[O:14])=[CH:10][CH:9]=[CH:8][CH:7]=2.[C:23]([O:27][C:28]([N:30]1[CH2:34][CH2:33][CH2:32][C@H:31]1[CH2:35][OH:36])=[O:29])([CH3:26])([CH3:25])[CH3:24].CC(C)([O-])C.[K+]. The catalyst is C1COCC1. The product is [CH3:26][C:23]([O:27][C:28]([N:30]1[CH2:34][CH2:33][CH2:32][C@H:31]1[CH2:35][O:36][CH2:2][C:3]1[C:4]([C:17]2[CH:22]=[CH:21][CH:20]=[CH:19][CH:18]=2)=[N:5][C:6]2[C:11]([C:12]=1[C:13]([O:15][CH3:16])=[O:14])=[CH:10][CH:9]=[CH:8][CH:7]=2)=[O:29])([CH3:24])[CH3:25]. The yield is 0.650. (3) The reactants are [NH2:1][C:2]1[CH:3]=[C:4]2[C:9](=[C:10](/[CH:12]=[CH:13]/[CH2:14][OH:15])[CH:11]=1)[N:8]=[CH:7][C:6](C#N)=[C:5]2[NH:18][C:19]1[CH:24]=[CH:23][C:22]([F:25])=[C:21]([Cl:26])[CH:20]=1.[CH2:27](O)[CH3:28].[NH:30]1[C:34]([CH:35]=O)=[CH:33][N:32]=[CH:31]1.C(O[BH-](OC(=O)C)OC(=O)C)(=O)C.[Na+]. The catalyst is C(O)(=O)C. The product is [Cl:26][C:21]1[CH:20]=[C:19]([NH:18][C:5]2[C:4]3[C:9](=[C:10](/[CH:12]=[CH:13]/[CH2:14][OH:15])[CH:11]=[C:2]([NH:1][CH2:35][C:34]4[NH:30][CH:31]=[N:32][CH:33]=4)[CH:3]=3)[CH:28]=[CH:27][C:6]=2[C:7]#[N:8])[CH:24]=[CH:23][C:22]=1[F:25]. The yield is 0.0586. (4) The reactants are C[O:2][C:3]([C:5]1[CH:47]=[CH:46][CH:45]=[CH:44][C:6]=1[O:7][CH2:8][CH2:9][NH:10][C:11]([C:13]1[CH:14]=[CH:15][C:16]2[N:20]=[C:19]([CH:21]([C:23]3[NH:24][C:25]4[CH2:30][CH2:29][N:28](C(OCC5C=CC=CC=5)=O)[CH2:27][C:26]=4[N:41]=3)[CH3:22])[N:18]([CH3:42])[C:17]=2[CH:43]=1)=[O:12])=[O:4].[OH-:48].[Li+].Cl.[CH2:51]1[CH2:55][O:54][CH2:53][CH2:52]1. The catalyst is O. The product is [CH2:55]([O:54][C:53]([C:46]1[CH:45]=[CH:44][C:6]([O:7][CH2:8][CH2:9][NH:10][C:11]([C:13]2[CH:14]=[CH:15][C:16]3[N:20]=[C:19]([CH:21]([C:23]4[NH:24][C:25]5[CH2:30][CH2:29][NH:28][CH2:27][C:26]=5[N:41]=4)[CH3:22])[N:18]([CH3:42])[C:17]=3[CH:43]=2)=[O:12])=[C:5]([CH:47]=1)[C:3]([OH:2])=[O:4])=[O:48])[C:51]1[CH:52]=[CH:44][CH:6]=[CH:5][CH:3]=1. The yield is 0.830. (5) The reactants are [NH2:1][C:2]1([CH2:15][CH2:16]O)[CH2:7][CH2:6][N:5](C(OC(C)(C)C)=O)[CH2:4][CH2:3]1.N1C=CC=CC=1.C1(C)C=CC(S([Cl:33])(=O)=O)=CC=1.[NH4+].[Cl-:36].CC([O-])(C)C.[K+].[Na].N.[Mg]. The catalyst is CO.CO.C(Cl)Cl.CCOCC.O.CCOC(C)=O.C(Cl)Cl. The product is [ClH:33].[ClH:36].[NH:1]1[C:2]2([CH2:7][CH2:6][NH:5][CH2:4][CH2:3]2)[CH2:15][CH2:16]1. The yield is 0.210. (6) The reactants are COC[O:4][C:5]1[CH:10]=[C:9]([O:11]COC)[CH:8]=[CH:7][C:6]=1[CH:15]1[CH2:19][CH2:18][C:17](=[O:20])[CH2:16]1. The catalyst is CO. The product is [OH:4][C:5]1[CH:10]=[C:9]([OH:11])[CH:8]=[CH:7][C:6]=1[CH:15]1[CH2:19][CH2:18][C:17](=[O:20])[CH2:16]1. The yield is 0.700. (7) The reactants are [OH-].[Na+].C[O:4][C:5](=[O:35])[C:6]1[CH:11]=[C:10]([S:12](=[O:33])(=[O:32])[NH:13][C:14]2[CH:19]=[CH:18][C:17]([S:20][CH2:21][C:22]3[CH:27]=[CH:26][C:25]([C:28]([F:31])([F:30])[F:29])=[CH:24][CH:23]=3)=[CH:16][CH:15]=2)[CH:9]=[CH:8][C:7]=1[CH3:34]. The catalyst is CO. The product is [CH3:34][C:7]1[CH:8]=[CH:9][C:10]([S:12](=[O:33])(=[O:32])[NH:13][C:14]2[CH:15]=[CH:16][C:17]([S:20][CH2:21][C:22]3[CH:27]=[CH:26][C:25]([C:28]([F:31])([F:30])[F:29])=[CH:24][CH:23]=3)=[CH:18][CH:19]=2)=[CH:11][C:6]=1[C:5]([OH:35])=[O:4]. The yield is 0.940.